This data is from Forward reaction prediction with 1.9M reactions from USPTO patents (1976-2016). The task is: Predict the product of the given reaction. (1) The product is: [C:27]1([NH:26][C:15](=[O:17])[C@H:10]([CH2:11][CH:12]([CH3:13])[CH3:14])[NH:9][C:7](=[O:8])[CH:6]([CH2:5][S:4][C:1](=[O:3])[CH3:2])[CH2:18][CH2:19][C:20]2[CH:25]=[CH:24][CH:23]=[CH:22][CH:21]=2)[CH:32]=[CH:31][CH:30]=[CH:29][CH:28]=1. Given the reactants [C:1]([S:4][CH2:5][CH:6]([CH2:18][CH2:19][C:20]1[CH:25]=[CH:24][CH:23]=[CH:22][CH:21]=1)[C:7]([NH:9][C@H:10]([C:15]([OH:17])=O)[CH2:11][CH:12]([CH3:14])[CH3:13])=[O:8])(=[O:3])[CH3:2].[NH2:26][C:27]1[CH:32]=[CH:31][CH:30]=[CH:29][CH:28]=1.O.ON1C2C=CC=CC=2N=N1.CN1CCOCC1, predict the reaction product. (2) Given the reactants [CH3:1][N:2]([CH2:4][C:5]1([C:11]2[CH:16]=[CH:15][C:14]([OH:17])=[CH:13][CH:12]=2)[CH2:10][CH2:9][O:8][CH2:7][CH2:6]1)[CH3:3].[H-].[Na+].[CH:20]1([N:25]2[CH2:30][CH2:29][CH:28](OS(C)(=O)=O)[CH2:27][CH2:26]2)[CH2:24][CH2:23][CH2:22][CH2:21]1, predict the reaction product. The product is: [CH:20]1([N:25]2[CH2:30][CH2:29][CH:28]([O:17][C:14]3[CH:15]=[CH:16][C:11]([C:5]4([CH2:4][N:2]([CH3:1])[CH3:3])[CH2:6][CH2:7][O:8][CH2:9][CH2:10]4)=[CH:12][CH:13]=3)[CH2:27][CH2:26]2)[CH2:21][CH2:22][CH2:23][CH2:24]1. (3) Given the reactants C[NH:2][CH:3]1[CH2:8][CH2:7][CH2:6][CH2:5][CH2:4]1.[CH:9]1([N:15]=[C:16]=[O:17])[CH2:14][CH2:13][CH2:12][CH2:11][CH2:10]1.[CH3:18]CCCCC, predict the reaction product. The product is: [CH:9]1([N:15]([CH3:18])[C:16]([NH:2][CH:3]2[CH2:8][CH2:7][CH2:6][CH2:5][CH2:4]2)=[O:17])[CH2:14][CH2:13][CH2:12][CH2:11][CH2:10]1. (4) Given the reactants [H-].[Al+3].[Li+].[H-].[H-].[H-].[C:7]1([C:13]2[N:14]=[C:15]([C:18](OCC)=[O:19])[NH:16][CH:17]=2)[CH:12]=[CH:11][CH:10]=[CH:9][CH:8]=1.O, predict the reaction product. The product is: [C:7]1([C:13]2[N:14]=[C:15]([CH2:18][OH:19])[NH:16][CH:17]=2)[CH:8]=[CH:9][CH:10]=[CH:11][CH:12]=1. (5) Given the reactants [I:1][C:2]1[C:3]([CH2:11][NH2:12])=[CH:4][C:5]2[O:9][CH2:8][O:7][C:6]=2[CH:10]=1.[BH3-]C#N.[Na+].[CH2:17]=[O:18].[CH3:19]O, predict the reaction product. The product is: [I:1][C:2]1[C:3]([CH2:11][NH:12][C:17](=[O:18])[CH3:19])=[CH:4][C:5]2[O:9][CH2:8][O:7][C:6]=2[CH:10]=1. (6) Given the reactants [CH3:1][N:2]1[CH:6]=[C:5]([NH:7][C:8]2[NH:13][C:12](=O)[CH:11]=[CH:10][N:9]=2)[CH:4]=[N:3]1.P(Cl)(Cl)([Cl:17])=O.[OH-].[Na+], predict the reaction product. The product is: [Cl:17][C:12]1[CH:11]=[CH:10][N:9]=[C:8]([NH:7][C:5]2[CH:4]=[N:3][N:2]([CH3:1])[CH:6]=2)[N:13]=1. (7) Given the reactants [Cl:1][C:2]1[N:7]=[CH:6][C:5]([S:8]([C:11]2[N:15]([C:16]3[CH:21]=[CH:20][CH:19]=[CH:18][C:17]=3[F:22])[N:14]=[C:13]([CH2:23][N:24](C)[C:25](=O)OC(C)(C)C)[CH:12]=2)(=[O:10])=[O:9])=[CH:4][CH:3]=1.C(OCC)(=O)C.Cl, predict the reaction product. The product is: [ClH:1].[Cl:1][C:2]1[N:7]=[CH:6][C:5]([S:8]([C:11]2[N:15]([C:16]3[CH:21]=[CH:20][CH:19]=[CH:18][C:17]=3[F:22])[N:14]=[C:13]([CH2:23][NH:24][CH3:25])[CH:12]=2)(=[O:10])=[O:9])=[CH:4][CH:3]=1. (8) Given the reactants [Br:1][C:2]1[CH:3]=[CH:4][C:5](I)=[N:6][CH:7]=1.C([Mg]Cl)(C)C.[C:14]([C@H:17]1[CH2:22][CH2:21][C@H:20]([C:23]([O:25][CH3:26])=[O:24])[CH2:19][CH2:18]1)(=[O:16])[CH3:15], predict the reaction product. The product is: [Br:1][C:2]1[CH:3]=[CH:4][C:5]([C:14]([C@H:17]2[CH2:22][CH2:21][C@H:20]([C:23]([O:25][CH3:26])=[O:24])[CH2:19][CH2:18]2)([OH:16])[CH3:15])=[N:6][CH:7]=1.